Dataset: TCR-epitope binding with 47,182 pairs between 192 epitopes and 23,139 TCRs. Task: Binary Classification. Given a T-cell receptor sequence (or CDR3 region) and an epitope sequence, predict whether binding occurs between them. (1) The epitope is FIAGLIAIV. The TCR CDR3 sequence is CASSSTASYEQYF. Result: 0 (the TCR does not bind to the epitope). (2) The epitope is KLGGALQAK. The TCR CDR3 sequence is CASSPLNRGGGDEQYF. Result: 0 (the TCR does not bind to the epitope). (3) The epitope is FADDLNQLTGY. Result: 0 (the TCR does not bind to the epitope). The TCR CDR3 sequence is CSARAAYIGGAREQYF. (4) The epitope is NEGVKAAW. The TCR CDR3 sequence is CASSLRGGWVRGYTF. Result: 1 (the TCR binds to the epitope). (5) The epitope is ALSKGVHFV. The TCR CDR3 sequence is CASSKVGRDRGHEQYF. Result: 1 (the TCR binds to the epitope). (6) The epitope is EILDITPCSF. The TCR CDR3 sequence is CASSPLRQTHTEAFF. Result: 1 (the TCR binds to the epitope).